The task is: Predict the reactants needed to synthesize the given product.. This data is from Full USPTO retrosynthesis dataset with 1.9M reactions from patents (1976-2016). (1) The reactants are: [CH2:1]([NH:8][C:9]([C:11]1[C:12]([CH3:53])=[C:13]2[CH:34]=[C:32]3[N:33]=[C:29]([C:30]([CH3:37])=[C:31]3[CH2:35][CH3:36])[CH:28]=[C:26]3[NH:27][C:23]([C:24]([CH3:40])=[C:25]3[CH:38]=[O:39])=[CH:22][C:20]3=[N:21][C:17]([CH:18]([CH2:42][CH2:43][C:44]([O:46][CH3:47])=[O:45])[CH:19]3[CH3:41])=[C:16]([CH2:48][C:49]([O:51][CH3:52])=[O:50])[C:15]=1[NH:14]2)=[O:10])[CH2:2][O:3][CH2:4][CH2:5][O:6][CH3:7]. Given the product [CH2:1]([NH:8][C:9]([C:11]1[C:12]([CH3:53])=[C:13]2[CH:34]=[C:32]3[N:33]=[C:29]([C:30]([CH3:37])=[C:31]3[CH2:35][CH3:36])[CH:28]=[C:26]3[NH:27][C:23]([C:24]([CH3:40])=[C:25]3[CH2:38][OH:39])=[CH:22][C:20]3=[N:21][C:17]([CH:18]([CH2:42][CH2:43][C:44]([O:46][CH3:47])=[O:45])[CH:19]3[CH3:41])=[C:16]([CH2:48][C:49]([O:51][CH3:52])=[O:50])[C:15]=1[NH:14]2)=[O:10])[CH2:2][O:3][CH2:4][CH2:5][O:6][CH3:7], predict the reactants needed to synthesize it. (2) Given the product [CH3:63][O:62][C:60](=[O:61])[CH2:59][C:51]1[N:52]=[C:53]([C:55]([F:57])([F:58])[F:56])[N:54]=[C:49]([O:1][CH:2]2[CH2:3][CH2:4][N:5]([C:8]([O:10][C:11]([CH3:14])([CH3:13])[CH3:12])=[O:9])[CH2:6][CH2:7]2)[CH:50]=1, predict the reactants needed to synthesize it. The reactants are: [OH:1][CH:2]1[CH2:7][CH2:6][N:5]([C:8]([O:10][C:11]([CH3:14])([CH3:13])[CH3:12])=[O:9])[CH2:4][CH2:3]1.C1(P(C2C=CC=CC=2)C2C=CC=CC=2)C=CC=CC=1.N(C(OC(C)C)=O)=NC(OC(C)C)=O.O[C:49]1[N:54]=[C:53]([C:55]([F:58])([F:57])[F:56])[N:52]=[C:51]([CH2:59][C:60]([O:62][CH3:63])=[O:61])[CH:50]=1. (3) Given the product [CH2:25]([NH:29][CH2:22][C:17]1[CH:16]=[C:15]2[C:20]([CH:21]=[C:12]([C:10]3[N:11]=[C:7]([C:4]4[CH:5]=[CH:6][N:1]=[CH:2][CH:3]=4)[S:8][CH:9]=3)[C:13](=[O:24])[NH:14]2)=[CH:19][CH:18]=1)[CH:26]([CH3:28])[CH3:27], predict the reactants needed to synthesize it. The reactants are: [N:1]1[CH:6]=[CH:5][C:4]([C:7]2[S:8][CH:9]=[C:10]([C:12]3[C:13](=[O:24])[NH:14][C:15]4[C:20]([CH:21]=3)=[CH:19][CH:18]=[C:17]([CH:22]=O)[CH:16]=4)[N:11]=2)=[CH:3][CH:2]=1.[CH2:25]([NH2:29])[CH:26]([CH3:28])[CH3:27]. (4) Given the product [Cl:26][CH2:27][C:28]([N:3]([CH2:4][C:5]1([OH:18])[CH2:10][CH2:9][N:8]([C:11]([O:13][C:14]([CH3:17])([CH3:16])[CH3:15])=[O:12])[CH2:7][CH2:6]1)[CH2:1][CH3:2])=[O:29], predict the reactants needed to synthesize it. The reactants are: [CH2:1]([NH:3][CH2:4][C:5]1([OH:18])[CH2:10][CH2:9][N:8]([C:11]([O:13][C:14]([CH3:17])([CH3:16])[CH3:15])=[O:12])[CH2:7][CH2:6]1)[CH3:2].C(N(CC)CC)C.[Cl:26][CH2:27][C:28](Cl)=[O:29]. (5) Given the product [C:26]([C:25]([C:22]1[CH:21]=[CH:20][C:19]([CH:17]([NH:16][C:12](=[O:14])[CH2:11][N:8]2[C:7]3[C:2]([F:1])=[CH:3][CH:4]=[CH:5][C:6]=3[N:10]=[CH:9]2)[CH3:18])=[CH:24][CH:23]=1)([CH3:29])[CH3:28])#[N:27], predict the reactants needed to synthesize it. The reactants are: [F:1][C:2]1[C:7]2[N:8]([CH2:11][C:12]([OH:14])=O)[CH:9]=[N:10][C:6]=2[CH:5]=[CH:4][CH:3]=1.Cl.[NH2:16][CH:17]([C:19]1[CH:24]=[CH:23][C:22]([C:25]([CH3:29])([CH3:28])[C:26]#[N:27])=[CH:21][CH:20]=1)[CH3:18].CN(C(ON1N=NC2C=CC=NC1=2)=[N+](C)C)C.F[P-](F)(F)(F)(F)F.